Predict which catalyst facilitates the given reaction. From a dataset of Catalyst prediction with 721,799 reactions and 888 catalyst types from USPTO. (1) Product: [Br:29][C:19]1[S:20][C:3]2[C:2]([CH3:21])([CH3:1])[C:16]3[C:17]4[N:5]([C:6]5[CH:7]=[CH:8][CH:9]=[CH:10][C:11]=5[C:12]=4[CH:13]=[CH:14][CH:15]=3)[C:4]=2[CH:18]=1. The catalyst class is: 3. Reactant: [CH3:1][C:2]1([CH3:21])[C:16]2[C:17]3[N:5]([C:6]4[CH:7]=[CH:8][CH:9]=[CH:10][C:11]=4[C:12]=3[CH:13]=[CH:14][CH:15]=2)[C:4]2[CH:18]=[CH:19][S:20][C:3]1=2.C1C(=O)N([Br:29])C(=O)C1.O. (2) Reactant: [C:1]1([C:7]2[CH:8]=[CH:9][C:10]3[NH:16][C:15](=[O:17])[CH:14]([NH:18][C:19](=[O:38])[C@@H:20]([C@H:23]4[C@@H:28]([OH:29])[C@@H:27](/[CH:30]=[CH:31]/[C:32]([CH3:35])([CH3:34])[CH3:33])[O:26]C(C)(C)[O:24]4)[O:21][CH3:22])[CH2:13][CH2:12][C:11]=3[CH:39]=2)[CH:6]=[CH:5][CH:4]=[CH:3][CH:2]=1.[OH-].[Na+]. Product: [C:1]1([C:7]2[CH:8]=[CH:9][C:10]3[NH:16][C:15](=[O:17])[CH:14]([NH:18][C:19](=[O:38])[C@H:20]([O:21][CH3:22])[C@H:23]([OH:24])[C@@H:28]([OH:29])[C@H:27]([OH:26])/[CH:30]=[CH:31]/[C:32]([CH3:35])([CH3:33])[CH3:34])[CH2:13][CH2:12][C:11]=3[CH:39]=2)[CH:6]=[CH:5][CH:4]=[CH:3][CH:2]=1. The catalyst class is: 295. (3) Reactant: C(O[CH:4]([O:13][CH2:14][CH3:15])[C:5]1[CH:6]=[C:7]([CH2:11][OH:12])[CH:8]=[CH:9][CH:10]=1)C.ClC1C=[CH:21][C:20]([C:23]([F:26])([F:25])[F:24])=[CH:19][N:18]=1.[H-].[Na+]. Product: [F:24][C:23]([F:26])([F:25])[C:20]1[CH:21]=[CH:15][C:14]([O:13][CH2:4][C:5]2[CH:6]=[C:7]([CH:8]=[CH:9][CH:10]=2)[CH:11]=[O:12])=[N:18][CH:19]=1. The catalyst class is: 3. (4) Reactant: [Br:1][C:2]1[CH:3]=[C:4]2[C:8](=[CH:9][CH:10]=1)[NH:7][CH:6]=[C:5]2[CH2:11][CH2:12][C:13]([OH:15])=[O:14].[CH3:16][Si](Cl)(C)C. Product: [CH3:16][O:14][C:13](=[O:15])[CH2:12][CH2:11][C:5]1[C:4]2[C:8](=[CH:9][CH:10]=[C:2]([Br:1])[CH:3]=2)[NH:7][CH:6]=1. The catalyst class is: 5. (5) Reactant: [C:1](OC(=O)C)(=O)[CH3:2].[CH3:8][O:9][C:10]1[CH:19]=[C:18]([NH:20][C:21]2[S:22][C:23]3[CH2:29][CH2:28][CH2:27][CH:26]([C:30]4[CH:35]=[CH:34][CH:33]=[CH:32][CH:31]=4)[C:24]=3[N:25]=2)[CH:17]=[CH:16][C:11]=1[C:12]([NH:14][NH2:15])=[O:13]. Product: [CH3:8][O:9][C:10]1[CH:19]=[C:18]([NH:20][C:21]2[S:22][C:23]3[CH2:29][CH2:28][CH2:27][CH:26]([C:30]4[CH:35]=[CH:34][CH:33]=[CH:32][CH:31]=4)[C:24]=3[N:25]=2)[CH:17]=[CH:16][C:11]=1[C:12]1[O:13][C:1]([CH3:2])=[N:15][N:14]=1. The catalyst class is: 9. (6) Reactant: [C:1]([CH2:3][CH2:4][NH:5][C:6](=O)[CH2:7][CH2:8][CH2:9][CH2:10][CH2:11][N:12]1[C:17]2=[N:18][C:19]([C:29]3[CH:34]=[CH:33][C:32]([CH3:35])=[CH:31][CH:30]=3)=[C:20]([C:22]3[CH:27]=[CH:26][C:25]([CH3:28])=[CH:24][CH:23]=3)[N:21]=[C:16]2[CH2:15][CH2:14][CH2:13]1)#[N:2].[N-:37]=[N+:38]=[N-:39].[Na+].S(OS(C(F)(F)F)(=O)=O)(C(F)(F)F)(=O)=O. Product: [C:25]1([CH3:28])[CH:26]=[CH:27][C:22]([C:20]2[N:21]=[C:16]3[CH2:15][CH2:14][CH2:13][N:12]([CH2:11][CH2:10][CH2:9][CH2:8][CH2:7][C:6]4[N:5]([CH2:4][CH2:3][C:1]#[N:2])[N:39]=[N:38][N:37]=4)[C:17]3=[N:18][C:19]=2[C:29]2[CH:34]=[CH:33][C:32]([CH3:35])=[CH:31][CH:30]=2)=[CH:23][CH:24]=1. The catalyst class is: 10. (7) Reactant: [N+:1]([C:4]1[CH:9]=[CH:8][C:7]([N:10]2[C:14]([CH2:15][CH2:16][CH3:17])=[C:13]([C:18]([OH:20])=O)[N:12]=[N:11]2)=[CH:6][CH:5]=1)([O-:3])=[O:2].[CH:21]1([NH2:24])[CH2:23][CH2:22]1.C1C=CC2N(O)N=NC=2C=1.CCN=C=NCCCN(C)C. Product: [CH:21]1([NH:24][C:18]([C:13]2[N:12]=[N:11][N:10]([C:7]3[CH:6]=[CH:5][C:4]([N+:1]([O-:3])=[O:2])=[CH:9][CH:8]=3)[C:14]=2[CH2:15][CH2:16][CH3:17])=[O:20])[CH2:23][CH2:22]1. The catalyst class is: 10. (8) Reactant: [CH2:1]([N:4]1[C:8]2[CH:9]=[C:10]([NH2:13])[CH:11]=[CH:12][C:7]=2[N:6]=[CH:5]1)[CH2:2][CH3:3].[Br:14]Br.N.CO.C(Cl)Cl. Product: [CH2:1]([N:4]1[C:8]2[C:9]([Br:14])=[C:10]([NH2:13])[CH:11]=[CH:12][C:7]=2[N:6]=[CH:5]1)[CH2:2][CH3:3]. The catalyst class is: 52. (9) Reactant: [CH3:1][CH:2]([CH3:7])/[CH:3]=[CH:4]/[CH2:5][OH:6].ClCCl.Cl.C(N=C=NCCCN(C)C)C.[Br:23][C:24]1[CH:29]=[CH:28][C:27]([CH:30]([CH3:34])[C:31](O)=[O:32])=[CH:26][C:25]=1[Cl:35].O. Product: [CH3:1][CH:2]([CH3:7])/[CH:3]=[CH:4]/[CH2:5][O:6][C:31](=[O:32])[CH:30]([C:27]1[CH:28]=[CH:29][C:24]([Br:23])=[C:25]([Cl:35])[CH:26]=1)[CH3:34]. The catalyst class is: 119.